Dataset: Full USPTO retrosynthesis dataset with 1.9M reactions from patents (1976-2016). Task: Predict the reactants needed to synthesize the given product. Given the product [CH3:1][O:2][C:3]1[CH:8]=[CH:7][CH:6]=[CH:5][C:4]=1[N:9]1[CH2:14][CH2:13][N:12]([CH:15]([CH3:22])[CH2:16][C:17]([NH:24][NH2:25])=[O:18])[CH2:11][CH2:10]1, predict the reactants needed to synthesize it. The reactants are: [CH3:1][O:2][C:3]1[CH:8]=[CH:7][CH:6]=[CH:5][C:4]=1[N:9]1[CH2:14][CH2:13][N:12]([CH:15]([CH3:22])[CH2:16][C:17](OCC)=[O:18])[CH2:11][CH2:10]1.O.[NH2:24][NH2:25].